Dataset: NCI-60 drug combinations with 297,098 pairs across 59 cell lines. Task: Regression. Given two drug SMILES strings and cell line genomic features, predict the synergy score measuring deviation from expected non-interaction effect. (1) Drug 1: CC12CCC3C(C1CCC2O)C(CC4=C3C=CC(=C4)O)CCCCCCCCCS(=O)CCCC(C(F)(F)F)(F)F. Drug 2: C1=NC2=C(N1)C(=S)N=CN2. Cell line: HS 578T. Synergy scores: CSS=21.4, Synergy_ZIP=-8.41, Synergy_Bliss=2.64, Synergy_Loewe=-21.1, Synergy_HSA=0.0879. (2) Drug 1: C1CN1C2=NC(=NC(=N2)N3CC3)N4CC4. Drug 2: CC(CN1CC(=O)NC(=O)C1)N2CC(=O)NC(=O)C2. Cell line: KM12. Synergy scores: CSS=28.0, Synergy_ZIP=1.38, Synergy_Bliss=4.35, Synergy_Loewe=-4.98, Synergy_HSA=2.71. (3) Drug 1: C1=CC(=CC=C1CC(C(=O)O)N)N(CCCl)CCCl.Cl. Drug 2: COC1=C2C(=CC3=C1OC=C3)C=CC(=O)O2. Cell line: OVCAR3. Synergy scores: CSS=6.78, Synergy_ZIP=1.07, Synergy_Bliss=6.26, Synergy_Loewe=-11.1, Synergy_HSA=-4.15. (4) Drug 1: C1=CC(=CC=C1CCC2=CNC3=C2C(=O)NC(=N3)N)C(=O)NC(CCC(=O)O)C(=O)O. Drug 2: C1C(C(OC1N2C=NC(=NC2=O)N)CO)O. Cell line: SF-295. Synergy scores: CSS=37.0, Synergy_ZIP=2.32, Synergy_Bliss=2.44, Synergy_Loewe=-8.61, Synergy_HSA=4.90. (5) Drug 1: CC1CCC2CC(C(=CC=CC=CC(CC(C(=O)C(C(C(=CC(C(=O)CC(OC(=O)C3CCCCN3C(=O)C(=O)C1(O2)O)C(C)CC4CCC(C(C4)OC)O)C)C)O)OC)C)C)C)OC. Drug 2: CC(C)NC(=O)C1=CC=C(C=C1)CNNC.Cl. Cell line: K-562. Synergy scores: CSS=23.2, Synergy_ZIP=-4.87, Synergy_Bliss=-8.45, Synergy_Loewe=-78.5, Synergy_HSA=-9.66. (6) Drug 1: CC1=C(C=C(C=C1)NC2=NC=CC(=N2)N(C)C3=CC4=NN(C(=C4C=C3)C)C)S(=O)(=O)N.Cl. Drug 2: C1=CC(=CC=C1CCC2=CNC3=C2C(=O)NC(=N3)N)C(=O)NC(CCC(=O)O)C(=O)O. Cell line: UACC-257. Synergy scores: CSS=6.15, Synergy_ZIP=-3.00, Synergy_Bliss=-2.38, Synergy_Loewe=-25.6, Synergy_HSA=-2.79. (7) Drug 1: C1=NC2=C(N1)C(=S)N=C(N2)N. Drug 2: C1=CN(C=N1)CC(O)(P(=O)(O)O)P(=O)(O)O. Cell line: HCC-2998. Synergy scores: CSS=28.0, Synergy_ZIP=-0.977, Synergy_Bliss=-2.27, Synergy_Loewe=-13.4, Synergy_HSA=-1.97. (8) Synergy scores: CSS=-0.00450, Synergy_ZIP=-10.4, Synergy_Bliss=-15.1, Synergy_Loewe=-36.2, Synergy_HSA=-15.1. Cell line: OVCAR-8. Drug 1: CC(C)NC(=O)C1=CC=C(C=C1)CNNC.Cl. Drug 2: CC1=C(C(=O)C2=C(C1=O)N3CC4C(C3(C2COC(=O)N)OC)N4)N.